Dataset: Reaction yield outcomes from USPTO patents with 853,638 reactions. Task: Predict the reaction yield, written as a fraction of the theoretical maximum amount of product (1.0 means a 100% yield; for example, 0.34 means a 34% yield). (1) The reactants are Cl[C:2]1[N:7]=[C:6]([NH:8][CH2:9][C:10]2[CH:11]=[N:12][CH:13]=[CH:14][CH:15]=2)[C:5]([F:16])=[CH:4][N:3]=1.[NH2:17][C:18]1[CH:19]=[C:20]([OH:24])[CH:21]=[CH:22][CH:23]=1. No catalyst specified. The yield is 0.430. The product is [F:16][C:5]1[C:6]([NH:8][CH2:9][C:10]2[CH:11]=[N:12][CH:13]=[CH:14][CH:15]=2)=[N:7][C:2]([NH:17][C:18]2[CH:23]=[CH:22][CH:21]=[C:20]([OH:24])[CH:19]=2)=[N:3][CH:4]=1. (2) The reactants are [CH3:1][C:2]([CH3:31])([CH3:30])[CH2:3][C:4]([NH:6][C:7]1[C:8]([CH3:29])=[C:9](B(O)O)[C:10]2[O:14][CH2:13][CH:12]([C:15]3[CH:20]=[CH:19][C:18]([CH:21]([CH3:23])[CH3:22])=[CH:17][CH:16]=3)[C:11]=2[C:24]=1[CH3:25])=[O:5].Br[C:33]1[CH:38]=[CH:37][C:36]([CH3:39])=[CH:35][N:34]=1. No catalyst specified. The product is [CH:21]([C:18]1[CH:19]=[CH:20][C:15]([CH:12]2[C:11]3[C:24]([CH3:25])=[C:7]([NH:6][C:4](=[O:5])[CH2:3][C:2]([CH3:31])([CH3:30])[CH3:1])[C:8]([CH3:29])=[C:9]([C:33]4[CH:38]=[CH:37][C:36]([CH3:39])=[CH:35][N:34]=4)[C:10]=3[O:14][CH2:13]2)=[CH:16][CH:17]=1)([CH3:23])[CH3:22]. The yield is 0.670.